Dataset: Reaction yield outcomes from USPTO patents with 853,638 reactions. Task: Predict the reaction yield, written as a fraction of the theoretical maximum amount of product (1.0 means a 100% yield; for example, 0.34 means a 34% yield). (1) The catalyst is O. The reactants are C(C1CN([O:14][CH2:15][C:16]2[CH:39]=[CH:38][C:19]([O:20][CH2:21][C:22]3[N:23]=[C:24]([C:28]4[CH:37]=[CH:36][C:31]([C:32]([O:34][CH3:35])=[O:33])=[CH:30][CH:29]=4)[O:25][C:26]=3[CH3:27])=[C:18]([O:40][CH3:41])[CH:17]=2)N(C2C=CC=CC=2)C=1)=O.[CH2:42]([P:51](=[O:58])([O:55][CH2:56][CH3:57])[O:52][CH2:53][CH3:54])P(=O)(OCC)OCC.[CH3:59][N:60]([CH3:63])C=O.[H-].[Na+]. The product is [CH2:56]([O:55][P:51](/[CH:42]=[CH:27]/[C:26]1[C:22]([O:14][CH2:15][C:16]2[CH:39]=[CH:38][C:19]([O:20][CH2:21][C:22]3[N:23]=[C:24]([C:28]4[CH:29]=[CH:30][C:31]([C:32]([O:34][CH3:35])=[O:33])=[CH:36][CH:37]=4)[O:25][C:26]=3[CH3:27])=[C:18]([O:40][CH3:41])[CH:17]=2)=[N:23][N:60]([C:63]2[CH:38]=[CH:39][CH:16]=[CH:17][CH:18]=2)[CH:59]=1)([O:52][CH2:53][CH3:54])=[O:58])[CH3:57]. The yield is 0.650. (2) The reactants are [CH3:1][O:2][C:3](=[O:14])[C:4]1[CH:9]=[CH:8][C:7]([CH3:10])=[C:6]([N+:11]([O-])=O)[CH:5]=1.CCOC(C)=O. The catalyst is CO.[Pd]. The product is [CH3:1][O:2][C:3](=[O:14])[C:4]1[CH:9]=[CH:8][C:7]([CH3:10])=[C:6]([NH2:11])[CH:5]=1. The yield is 1.00. (3) The reactants are [O:1]=[C:2]1[NH:7][C:6]2[CH:8]=[C:9]([C:12](OC)=[O:13])[CH:10]=[N:11][C:5]=2[N:4]2[CH2:16][CH2:17][CH2:18][CH2:19][C@@H:3]12.[H-].[Na+].[H-].[H-].[H-].[H-].[Li+].[Al+3].CO. The catalyst is O1CCCC1.O.C(OCC)(=O)C. The product is [OH:13][CH2:12][C:9]1[CH:10]=[N:11][C:5]2[N:4]3[CH2:16][CH2:17][CH2:18][CH2:19][C@H:3]3[C:2](=[O:1])[NH:7][C:6]=2[CH:8]=1. The yield is 0.970. (4) The reactants are [S:1]([N:11]1[CH2:16][CH2:15][N:14]2[CH:17]=[CH:18][CH:19]=[C:13]2[CH:12]1[CH2:20][C:21](O)=[O:22])([C:4]1[CH:10]=[CH:9][C:7]([CH3:8])=[CH:6][CH:5]=1)(=[O:3])=[O:2].CCN(C(C)C)C(C)C.CN(C(ON1N=NC2C=CC=NC1=2)=[N+](C)C)C.F[P-](F)(F)(F)(F)F.[C:57]([NH:61][CH2:62][C:63]1[CH:64]=[C:65]2[C:70](=[CH:71][CH:72]=1)[C@H:69]([NH2:73])[CH2:68][CH2:67][CH2:66]2)([CH3:60])([CH3:59])[CH3:58]. The catalyst is C1COCC1.C(OCC)(=O)C. The product is [C:57]([NH:61][CH2:62][C:63]1[CH:64]=[C:65]2[C:70](=[CH:71][CH:72]=1)[C@H:69]([NH:73][C:21](=[O:22])[CH2:20][CH:12]1[N:11]([S:1]([C:4]3[CH:5]=[CH:6][C:7]([CH3:8])=[CH:9][CH:10]=3)(=[O:2])=[O:3])[CH2:16][CH2:15][N:14]3[CH:17]=[CH:18][CH:19]=[C:13]13)[CH2:68][CH2:67][CH2:66]2)([CH3:60])([CH3:58])[CH3:59]. The yield is 0.190. (5) The reactants are [Cl:1][C:2]1[CH:3]=[N:4][N:5]([CH3:16])[C:6]=1[C:7]1[CH:8]=[C:9]([C:13]([OH:15])=O)[S:10][C:11]=1[CH3:12].[NH2:17][C@@H:18]([CH2:31][C:32]1[CH:37]=[C:36]([F:38])[CH:35]=[CH:34][C:33]=1[F:39])[CH2:19][N:20]1[C:28](=[O:29])[C:27]2[C:22](=[CH:23][CH:24]=[CH:25][CH:26]=2)[C:21]1=[O:30].FC1C=CC=C(F)C=1C[C@@H](C(O)=O)N.C1CN([P+](Br)(N2CCCC2)N2CCCC2)CC1.F[P-](F)(F)(F)(F)F.CCN(C(C)C)C(C)C. The catalyst is C(Cl)(Cl)Cl. The product is [Cl:1][C:2]1[CH:3]=[N:4][N:5]([CH3:16])[C:6]=1[C:7]1[CH:8]=[C:9]([C:13]([NH:17][C@H:18]([CH2:19][N:20]2[C:28](=[O:29])[C:27]3[C:22](=[CH:23][CH:24]=[CH:25][CH:26]=3)[C:21]2=[O:30])[CH2:31][C:32]2[CH:37]=[C:36]([F:38])[CH:35]=[CH:34][C:33]=2[F:39])=[O:15])[S:10][C:11]=1[CH3:12]. The yield is 0.520. (6) The reactants are [Br:1][C:2]1[C:3]([CH3:9])=[C:4]([CH:6]=[CH:7][CH:8]=1)[NH2:5].Br[CH2:11][CH2:12][CH2:13][CH2:14][C:15](Cl)=[O:16].[H-].[Na+]. The catalyst is C(Cl)Cl.C1COCC1. The product is [Br:1][C:2]1[C:3]([CH3:9])=[C:4]([N:5]2[CH2:11][CH2:12][CH2:13][CH2:14][C:15]2=[O:16])[CH:6]=[CH:7][CH:8]=1. The yield is 0.970. (7) The reactants are Cl[C:2]1[C:3]([F:22])=[CH:4][N:5]2[C:10]([C:11]=1[CH3:12])=[C:9]([CH:13]1[CH2:15][CH2:14]1)[CH:8]=[C:7]([C:16]([O:18][CH2:19][CH3:20])=[O:17])[C:6]2=[O:21].[F:23][C:24]1[CH:30]=[C:29](B2OC(C)(C)C(C)(C)O2)[CH:28]=[CH:27][C:25]=1[NH2:26]. No catalyst specified. The product is [NH2:26][C:25]1[CH:27]=[CH:28][C:29]([C:2]2[C:3]([F:22])=[CH:4][N:5]3[C:10]([C:11]=2[CH3:12])=[C:9]([CH:13]2[CH2:15][CH2:14]2)[CH:8]=[C:7]([C:16]([O:18][CH2:19][CH3:20])=[O:17])[C:6]3=[O:21])=[CH:30][C:24]=1[F:23]. The yield is 0.100.